From a dataset of M1 muscarinic receptor antagonist screen with 61,756 compounds. Binary Classification. Given a drug SMILES string, predict its activity (active/inactive) in a high-throughput screening assay against a specified biological target. (1) The compound is S(=O)(=O)(N1CCN(CC1)C(=O)CSc1cc(ccc1)C(F)(F)F)c1ccccc1. The result is 0 (inactive). (2) The molecule is S(=O)(=O)(N1CCC(CC1)C(=O)NCCC=1CCCCC1)c1c(n(nc1C)C)C. The result is 0 (inactive). (3) The compound is Clc1cc(C(=O)NC(OC2CS(=O)(=O)CC2)=O)ccc1Cl. The result is 0 (inactive). (4) The compound is o1c2c(c(NCc3ccccc3)cc1=O)cccc2. The result is 0 (inactive). (5) The result is 0 (inactive). The compound is OC(=O)C(CC(=O)c1ccccc1)CC(=O)c1ccccc1.